Task: Predict the product of the given reaction.. Dataset: Forward reaction prediction with 1.9M reactions from USPTO patents (1976-2016) (1) Given the reactants [CH3:1][N:2]1[CH2:7][CH2:6][NH:5][CH2:4][CH2:3]1.Cl[CH2:9][C@@H:10]1[N:15]2[C:16]3[C:25]4[C:20](=[CH:21][CH:22]=[CH:23][CH:24]=4)[N:19]=[C:18]([NH2:26])[C:17]=3[N:27]=[C:14]2[CH2:13][O:12][CH2:11]1, predict the reaction product. The product is: [CH3:1][N:2]1[CH2:7][CH2:6][N:5]([CH2:9][C@@H:10]2[N:15]3[C:16]4[C:25]5[C:20](=[CH:21][CH:22]=[CH:23][CH:24]=5)[N:19]=[C:18]([NH2:26])[C:17]=4[N:27]=[C:14]3[CH2:13][O:12][CH2:11]2)[CH2:4][CH2:3]1. (2) The product is: [C:1]1([CH3:24])[CH:6]=[CH:5][CH:4]=[C:3]([C:7]2[N:8]=[C:9]3[CH2:23][CH2:22][CH2:21][N:20]([CH2:35][CH2:36][CH2:37][CH2:38][CH2:39][CH2:40][C:41]([O:43][CH2:44][CH3:45])=[O:42])[C:10]3=[N:11][C:12]=2[C:13]2[CH:18]=[CH:17][C:16]([CH3:19])=[CH:15][CH:14]=2)[CH:2]=1. Given the reactants [C:1]1([CH3:24])[CH:6]=[CH:5][CH:4]=[C:3]([C:7]2[N:8]=[C:9]3[CH2:23][CH2:22][CH2:21][NH:20][C:10]3=[N:11][C:12]=2[C:13]2[CH:18]=[CH:17][C:16]([CH3:19])=[CH:15][CH:14]=2)[CH:2]=1.CCN(C(C)C)C(C)C.O=[CH:35][CH2:36][CH2:37][CH2:38][CH2:39][CH2:40][C:41]([O:43][CH2:44][CH3:45])=[O:42].C(O[BH-](OC(=O)C)OC(=O)C)(=O)C.[Na+], predict the reaction product. (3) Given the reactants C(N(CC)CC)C.Cl.[CH3:9][C@@H:10]1[CH2:15][NH:14][CH2:13][CH2:12][N:11]1[C:16]1[N:21]=[CH:20][C:19]([O:22][CH2:23][C:24]2[C:29]([C:30]#[N:31])=[CH:28][N:27]=[CH:26][CH:25]=2)=[CH:18][N:17]=1.[C:32](=O)([O:40][CH2:41][C:42]([F:45])([F:44])[F:43])[O:33]C1C=CC=CC=1.FC(F)(F)CO, predict the reaction product. The product is: [C:30]([C:29]1[CH:28]=[N:27][CH:26]=[CH:25][C:24]=1[CH2:23][O:22][C:19]1[CH:18]=[N:17][C:16]([N:11]2[CH2:12][CH2:13][N:14]([C:32]([O:40][CH2:41][C:42]([F:45])([F:44])[F:43])=[O:33])[CH2:15][C@H:10]2[CH3:9])=[N:21][CH:20]=1)#[N:31].